This data is from Catalyst prediction with 721,799 reactions and 888 catalyst types from USPTO. The task is: Predict which catalyst facilitates the given reaction. (1) The catalyst class is: 9. Reactant: [CH:1]1[C:14]2[C:13](=O)[C:12]3[C:7](=[CH:8][CH:9]=[CH:10][CH:11]=3)[NH:6][C:5]=2[CH:4]=[CH:3][CH:2]=1.S(Cl)([Cl:18])=O. Product: [Cl:18][C:13]1[C:14]2[C:5]([N:6]=[C:7]3[C:12]=1[CH:11]=[CH:10][CH:9]=[CH:8]3)=[CH:4][CH:3]=[CH:2][CH:1]=2. (2) Reactant: [F:1][C:2]1[CH:29]=[CH:28][CH:27]=[C:26]([F:30])[C:3]=1[C:4]([NH:6][C:7](=[O:25])[N:8]([C:10]1[CH:15]=[CH:14][C:13]([S:16][C:17]([F:23])([F:22])[C:18]([F:21])([F:20])[F:19])=[CH:12][C:11]=1[F:24])[CH3:9])=[O:5].[CH3:31]I.[H-].[Na+].[Cl-].[NH4+]. Product: [F:1][C:2]1[CH:29]=[CH:28][CH:27]=[C:26]([F:30])[C:3]=1[C:4]([N:6]([CH3:31])[C:7]([N:8]([C:10]1[CH:15]=[CH:14][C:13]([S:16][C:17]([F:22])([F:23])[C:18]([F:20])([F:21])[F:19])=[CH:12][C:11]=1[F:24])[CH3:9])=[O:25])=[O:5]. The catalyst class is: 13.